Regression. Given two drug SMILES strings and cell line genomic features, predict the synergy score measuring deviation from expected non-interaction effect. From a dataset of NCI-60 drug combinations with 297,098 pairs across 59 cell lines. (1) Drug 1: CCCCC(=O)OCC(=O)C1(CC(C2=C(C1)C(=C3C(=C2O)C(=O)C4=C(C3=O)C=CC=C4OC)O)OC5CC(C(C(O5)C)O)NC(=O)C(F)(F)F)O. Cell line: SNB-75. Synergy scores: CSS=49.2, Synergy_ZIP=3.80, Synergy_Bliss=6.16, Synergy_Loewe=-3.23, Synergy_HSA=6.86. Drug 2: CC1C(C(CC(O1)OC2CC(CC3=C2C(=C4C(=C3O)C(=O)C5=CC=CC=C5C4=O)O)(C(=O)C)O)N)O. (2) Drug 1: CN(C)C1=NC(=NC(=N1)N(C)C)N(C)C. Drug 2: N.N.Cl[Pt+2]Cl. Cell line: MCF7. Synergy scores: CSS=-10.2, Synergy_ZIP=3.09, Synergy_Bliss=-0.690, Synergy_Loewe=-6.50, Synergy_HSA=-5.89. (3) Drug 1: C1=C(C(=O)NC(=O)N1)F. Drug 2: CCC1(C2=C(COC1=O)C(=O)N3CC4=CC5=C(C=CC(=C5CN(C)C)O)N=C4C3=C2)O.Cl. Cell line: MALME-3M. Synergy scores: CSS=44.8, Synergy_ZIP=5.36, Synergy_Bliss=5.98, Synergy_Loewe=8.78, Synergy_HSA=9.13. (4) Drug 1: CC1CCC2CC(C(=CC=CC=CC(CC(C(=O)C(C(C(=CC(C(=O)CC(OC(=O)C3CCCCN3C(=O)C(=O)C1(O2)O)C(C)CC4CCC(C(C4)OC)O)C)C)O)OC)C)C)C)OC. Drug 2: C1C(C(OC1N2C=NC3=C2NC=NCC3O)CO)O. Cell line: SK-MEL-5. Synergy scores: CSS=15.6, Synergy_ZIP=-0.650, Synergy_Bliss=6.44, Synergy_Loewe=-0.304, Synergy_HSA=4.38. (5) Drug 1: CS(=O)(=O)C1=CC(=C(C=C1)C(=O)NC2=CC(=C(C=C2)Cl)C3=CC=CC=N3)Cl. Drug 2: C1CCC(C1)C(CC#N)N2C=C(C=N2)C3=C4C=CNC4=NC=N3. Cell line: HOP-92. Synergy scores: CSS=12.7, Synergy_ZIP=-1.80, Synergy_Bliss=2.80, Synergy_Loewe=2.72, Synergy_HSA=2.50. (6) Drug 1: CCN(CC)CCCC(C)NC1=C2C=C(C=CC2=NC3=C1C=CC(=C3)Cl)OC. Drug 2: COCCOC1=C(C=C2C(=C1)C(=NC=N2)NC3=CC=CC(=C3)C#C)OCCOC.Cl. Cell line: T-47D. Synergy scores: CSS=4.45, Synergy_ZIP=14.9, Synergy_Bliss=17.0, Synergy_Loewe=11.2, Synergy_HSA=12.4. (7) Drug 1: C1CN1C2=NC(=NC(=N2)N3CC3)N4CC4. Drug 2: CN(CC1=CN=C2C(=N1)C(=NC(=N2)N)N)C3=CC=C(C=C3)C(=O)NC(CCC(=O)O)C(=O)O. Cell line: U251. Synergy scores: CSS=45.8, Synergy_ZIP=-3.22, Synergy_Bliss=-2.83, Synergy_Loewe=-11.9, Synergy_HSA=-0.828. (8) Drug 1: COC1=C(C=C2C(=C1)N=CN=C2NC3=CC(=C(C=C3)F)Cl)OCCCN4CCOCC4. Drug 2: CC(C)(C#N)C1=CC(=CC(=C1)CN2C=NC=N2)C(C)(C)C#N. Cell line: SK-MEL-2. Synergy scores: CSS=11.9, Synergy_ZIP=-6.04, Synergy_Bliss=-5.70, Synergy_Loewe=-4.01, Synergy_HSA=-4.03. (9) Drug 1: C1=CC=C(C(=C1)C(C2=CC=C(C=C2)Cl)C(Cl)Cl)Cl. Drug 2: CN(C(=O)NC(C=O)C(C(C(CO)O)O)O)N=O. Cell line: UACC-257. Synergy scores: CSS=2.66, Synergy_ZIP=-0.277, Synergy_Bliss=2.57, Synergy_Loewe=2.25, Synergy_HSA=2.46.